This data is from Full USPTO retrosynthesis dataset with 1.9M reactions from patents (1976-2016). The task is: Predict the reactants needed to synthesize the given product. (1) Given the product [CH2:28]([O:21][C:15]1[C:13]2[N:14]=[C:10]([C:8]3[N:7]=[C:5]4[N:4]([CH:9]=3)[N:3]=[C:2]([Br:1])[S:6]4)[O:11][C:12]=2[CH:18]=[C:17]([O:19][CH3:20])[CH:16]=1)[C:29]1[CH:34]=[CH:33][CH:32]=[CH:31][CH:30]=1, predict the reactants needed to synthesize it. The reactants are: [Br:1][C:2]1[S:6][C:5]2=[N:7][C:8]([C:10]3[O:11][C:12]4[C:13](=[C:15]([OH:21])[CH:16]=[C:17]([O:19][CH3:20])[CH:18]=4)[N:14]=3)=[CH:9][N:4]2[N:3]=1.C([O-])([O-])=O.[K+].[K+].[CH2:28](Br)[C:29]1[CH:34]=[CH:33][CH:32]=[CH:31][CH:30]=1.O. (2) Given the product [O:13]=[C:12]1[C:11]2[C:10](=[CH:18][CH:17]=[CH:16][CH:15]=2)[C:9](=[O:14])[N:7]1[CH2:6][C:2]([F:8])([F:1])[C:3]([OH:5])=[O:4], predict the reactants needed to synthesize it. The reactants are: [F:1][C:2]([F:8])([CH2:6][NH2:7])[C:3]([OH:5])=[O:4].[C:9]1(=O)[O:14][C:12](=[O:13])[C:11]2=[CH:15][CH:16]=[CH:17][CH:18]=[C:10]12.C(N(CC)CC)C.O. (3) Given the product [CH3:23][O:24][C:25]1[CH:26]=[CH:27][C:28]([CH2:29][N:30]2[CH:34]=[C:33]([NH:35][C:18]([C:14]3[N:13]([NH:12][C:10](=[O:11])[C@@H:9]([NH:8][C:6](=[O:7])[O:5][C:1]([CH3:2])([CH3:3])[CH3:4])[CH3:22])[CH:17]=[CH:16][CH:15]=3)=[O:20])[CH:32]=[N:31]2)=[CH:36][CH:37]=1, predict the reactants needed to synthesize it. The reactants are: [C:1]([O:5][C:6]([NH:8][C@@H:9]([CH3:22])[C:10]([NH:12][N:13]1[CH:17]=[CH:16][CH:15]=[C:14]1[C:18]([O:20]C)=O)=[O:11])=[O:7])([CH3:4])([CH3:3])[CH3:2].[CH3:23][O:24][C:25]1[CH:37]=[CH:36][C:28]([CH2:29][N:30]2[CH:34]=[C:33]([NH2:35])[CH:32]=[N:31]2)=[CH:27][CH:26]=1. (4) Given the product [CH2:1]([N:3]([CH2:4][CH3:5])[C:17](=[O:27])[C:18]1[CH:26]=[CH:25][C:21]([C:22]([NH:14][CH2:13][CH2:12][C:11]2[CH:15]=[CH:16][C:8]([O:7][CH3:6])=[CH:9][CH:10]=2)=[O:23])=[CH:20][CH:19]=1)[CH3:2], predict the reactants needed to synthesize it. The reactants are: [CH2:1]([NH:3][CH2:4][CH3:5])[CH3:2].[CH3:6][O:7][C:8]1[CH:16]=[CH:15][C:11]([CH2:12][CH2:13][NH2:14])=[CH:10][CH:9]=1.[C:17](Cl)(=[O:27])[C:18]1[CH:26]=[CH:25][C:21]([C:22](Cl)=[O:23])=[CH:20][CH:19]=1.C(=O)([O-])O.[Na+]. (5) The reactants are: [OH:1][C:2]1[CH:11]=[CH:10][C:5]([C:6]([O:8][CH3:9])=[O:7])=[CH:4][C:3]=1[C:12]([O:14][CH3:15])=[O:13].C1OCCOCCOCCOCCOCCOC1.C(=O)([O-])[O-].[K+].[K+].[C:40]([O:44][C:45](=[O:50])[NH:46][CH2:47][CH2:48]Br)([CH3:43])([CH3:42])[CH3:41]. Given the product [C:40]([O:44][C:45]([NH:46][CH2:47][CH2:48][O:1][C:2]1[CH:11]=[CH:10][C:5]([C:6]([O:8][CH3:9])=[O:7])=[CH:4][C:3]=1[C:12]([O:14][CH3:15])=[O:13])=[O:50])([CH3:43])([CH3:42])[CH3:41], predict the reactants needed to synthesize it. (6) Given the product [NH2:12][C:9]1[CH:10]=[CH:11][C:6]([S:3]([CH2:1][CH3:2])(=[O:5])=[O:4])=[C:7]([CH:15]2[CH2:19][CH2:18][CH2:17][N:16]2[C:20]([O:22][C:23]([CH3:26])([CH3:25])[CH3:24])=[O:21])[CH:8]=1, predict the reactants needed to synthesize it. The reactants are: [CH2:1]([S:3]([C:6]1[CH:11]=[CH:10][C:9]([N+:12]([O-])=O)=[CH:8][C:7]=1[C:15]1[N:16]([C:20]([O:22][C:23]([CH3:26])([CH3:25])[CH3:24])=[O:21])[CH:17]=[CH:18][CH:19]=1)(=[O:5])=[O:4])[CH3:2]. (7) Given the product [CH3:15][O:16][C:17]([CH3:21])([CH3:20])[CH2:18][NH:19][C:2]1[C:7]2[N:8]=[C:9]([S:12][CH3:13])[N:10]=[CH:11][C:6]=2[CH:5]=[C:4]([CH3:14])[N:3]=1, predict the reactants needed to synthesize it. The reactants are: Cl[C:2]1[C:7]2[N:8]=[C:9]([S:12][CH3:13])[N:10]=[CH:11][C:6]=2[CH:5]=[C:4]([CH3:14])[N:3]=1.[CH3:15][O:16][C:17]([CH3:21])([CH3:20])[CH2:18][NH2:19].C(N(CC)CC)C. (8) Given the product [C:1]1([S:7]([CH2:10][C:11]2[C:16]([C:17]([O:19][CH2:20][CH3:21])=[O:18])=[C:15]([O:22][CH3:23])[C:14]([CH3:25])=[CH:13][CH:12]=2)(=[O:9])=[O:8])[CH:6]=[CH:5][CH:4]=[CH:3][CH:2]=1, predict the reactants needed to synthesize it. The reactants are: [C:1]1([S:7]([CH2:10][C:11]2[C:16]([C:17]([O:19][CH2:20][CH3:21])=[O:18])=[C:15]([O:22][CH3:23])[C:14](Br)=[CH:13][CH:12]=2)(=[O:9])=[O:8])[CH:6]=[CH:5][CH:4]=[CH:3][CH:2]=1.[CH2:25](Cl)Cl.C(=O)([O-])[O-].[Cs+].[Cs+].